Dataset: Forward reaction prediction with 1.9M reactions from USPTO patents (1976-2016). Task: Predict the product of the given reaction. (1) The product is: [F:1][C:2]([F:7])([F:6])[C:3]([OH:5])=[O:4].[CH2:8]([CH:10]1[NH:17][CH2:16][C:13]2([CH2:14][CH2:15]2)[NH:12][C:11]1=[O:25])[CH3:9]. Given the reactants [F:1][C:2]([F:7])([F:6])[C:3]([OH:5])=[O:4].[CH2:8]([CH:10]1[N:17](C(OC(C)(C)C)=O)[CH2:16][C:13]2([CH2:15][CH2:14]2)[NH:12][C:11]1=[O:25])[CH3:9], predict the reaction product. (2) Given the reactants [CH:1]1[C:13]2[NH:12][C:11]3[C:6](=[CH:7][CH:8]=[CH:9][CH:10]=3)[C:5]=2[CH:4]=[CH:3][CH:2]=1.Br[C:15]1[CH:20]=[CH:19][C:18]([C:21]2[CH:26]=[CH:25][C:24](Br)=[CH:23][CH:22]=2)=[CH:17][CH:16]=1.[CH3:28][C:29]([CH3:32])([O-])[CH3:30].[Na+], predict the reaction product. The product is: [CH:10]1[C:11]2[N:12]([C:15]3[CH:20]=[CH:19][C:18]([C:21]4[CH:26]=[CH:25][C:24]([N:12]5[C:11]6[CH:10]=[CH:9][CH:8]=[CH:7][C:32]=6[C:29]6[C:30]5=[CH:2][CH:1]=[CH:13][CH:28]=6)=[CH:23][CH:22]=4)=[CH:17][CH:16]=3)[C:13]3[C:5](=[CH:4][CH:3]=[CH:2][CH:1]=3)[C:6]=2[CH:7]=[CH:8][CH:9]=1. (3) Given the reactants [I:1][C:2]1[CH:7]=[CH:6][C:5](/[C:8](/[C:12]2[CH:17]=[CH:16][C:15]([C:18]([F:21])([F:20])[F:19])=[CH:14][CH:13]=2)=[CH:9]\[CH2:10][OH:11])=[CH:4][CH:3]=1.[CH3:22][C:23]1[CH:33]=[C:32](OC/C=C(/C2C=CC(C#CCN3CCOCC3)=CC=2)\C2C=CC=CC=2)[CH:31]=[CH:30][C:24]=1[O:25][CH2:26][C:27]([OH:29])=[O:28].[C:59]1(P(C2C=CC=CC=2)C2C=CC=CC=2)C=CC=CC=1.N(C(OC(C)C)=O)=NC(OC(C)C)=O, predict the reaction product. The product is: [I:1][C:2]1[CH:7]=[CH:6][C:5](/[C:8](/[C:12]2[CH:17]=[CH:16][C:15]([C:18]([F:19])([F:20])[F:21])=[CH:14][CH:13]=2)=[CH:9]\[CH2:10][O:11][C:32]2[CH:31]=[CH:30][C:24]([O:25][CH2:26][C:27]([O:29][CH3:59])=[O:28])=[C:23]([CH3:22])[CH:33]=2)=[CH:4][CH:3]=1. (4) Given the reactants [CH2:1]([P:4](=[O:7])([OH:6])[OH:5])[CH:2]=C.[C:8]1([OH:14])[CH:13]=[CH:12][CH:11]=[CH:10][CH:9]=1.[O:15]=S(Cl)Cl.[CH3:19][N:20]([CH:22]=[O:23])C.[C:24]1(C)C=CC=CC=1, predict the reaction product. The product is: [NH2:20][CH2:19][C:1]([P:4](=[O:7])([OH:5])[O:6][C:8]1[CH:13]=[CH:12][CH:11]=[CH:10][CH:9]=1)([CH3:2])[CH3:24].[C:22]([OH:23])(=[O:15])[CH:8]([CH3:9])[OH:14].